This data is from Reaction yield outcomes from USPTO patents with 853,638 reactions. The task is: Predict the reaction yield, written as a fraction of the theoretical maximum amount of product (1.0 means a 100% yield; for example, 0.34 means a 34% yield). (1) The reactants are [C:1]([C:5]1[CH:10]=[C:9]([Br:11])[C:8]([N+:12]([O-:14])=[O:13])=[CH:7][C:6]=1[OH:15])([CH3:4])([CH3:3])[CH3:2].[C:16]([O-])([O-])=O.[Cs+].[Cs+].CI. The catalyst is CN(C=O)C.O. The product is [C:1]([C:5]1[CH:10]=[C:9]([Br:11])[C:8]([N+:12]([O-:14])=[O:13])=[CH:7][C:6]=1[O:15][CH3:16])([CH3:4])([CH3:2])[CH3:3]. The yield is 0.690. (2) The reactants are C[O:2][CH2:3][C@@:4]([CH3:10])([CH:8]=[CH2:9])[C:5]([OH:7])=[O:6].B(Br)(Br)Br.[CH3:15]O. The catalyst is ClCCl. The product is [CH3:15][O:7][C:5](=[O:6])[C@:4]([CH2:3][OH:2])([CH3:10])[CH:8]=[CH2:9]. The yield is 0.900. (3) The reactants are [Br:1][C:2]1[CH:11]=[CH:10][C:9]2[NH:8]C(=O)[N:6]3[N:13]=[C:14]([CH3:16])[N:15]=[C:5]3[C:4]=2[CH:3]=1.BrC1C=CC2NC(=O)N3N=CN=C3C=2C=1. No catalyst specified. The product is [Br:1][C:2]1[CH:11]=[CH:10][C:9]([NH2:8])=[C:4]([C:5]2[NH:6][N:13]=[C:14]([CH3:16])[N:15]=2)[CH:3]=1. The yield is 0.990. (4) The reactants are [CH2:1]([O:3][C:4](=[O:22])[CH2:5][NH:6][CH2:7][CH2:8][NH:9][S:10]([C:13]1[S:14][C:15]2[CH:21]=[CH:20][CH:19]=[CH:18][C:16]=2[N:17]=1)(=[O:12])=[O:11])[CH3:2].[CH3:23][O:24][C:25]1[CH:49]=[CH:48][C:28]([CH2:29][O:30][C:31]([NH:33][C:34]2[NH:35][C:36](=[O:47])[C:37]3[N:38]=[CH:39][N:40]([CH2:43][C:44](O)=[O:45])[C:41]=3[N:42]=2)=[O:32])=[CH:27][CH:26]=1. No catalyst specified. The product is [CH2:1]([O:3][C:4](=[O:22])[CH2:5][N:6]([CH2:7][CH2:8][NH:9][S:10]([C:13]1[S:14][C:15]2[CH:21]=[CH:20][CH:19]=[CH:18][C:16]=2[N:17]=1)(=[O:12])=[O:11])[C:44](=[O:45])[CH2:43][N:40]1[CH:39]=[N:38][C:37]2[C:36](=[O:47])[NH:35][C:34]([NH:33][C:31]([O:30][CH2:29][C:28]3[CH:48]=[CH:49][C:25]([O:24][CH3:23])=[CH:26][CH:27]=3)=[O:32])=[N:42][C:41]1=2)[CH3:2]. The yield is 0.780. (5) The reactants are Br[CH2:2][CH2:3][CH2:4][CH2:5][CH2:6][N:7]1[C:15]([O:16][CH3:17])=[N:14][C:13]2[C:8]1=[N:9][C:10]([O:19][CH2:20][CH2:21][CH2:22][CH3:23])=[N:11][C:12]=2[NH2:18].C(=O)([O-])[O-].[K+].[K+].[NH:30]1[CH2:39][CH2:38][CH:33]([C:34]([O:36][CH3:37])=[O:35])[CH2:32][CH2:31]1. The catalyst is CN(C=O)C. The product is [CH2:20]([O:19][C:10]1[N:9]=[C:8]2[C:13]([N:14]=[C:15]([O:16][CH3:17])[N:7]2[CH2:6][CH2:5][CH2:4][CH2:3][CH2:2][N:30]2[CH2:39][CH2:38][CH:33]([C:34]([O:36][CH3:37])=[O:35])[CH2:32][CH2:31]2)=[C:12]([NH2:18])[N:11]=1)[CH2:21][CH2:22][CH3:23]. The yield is 0.690.